Dataset: Reaction yield outcomes from USPTO patents with 853,638 reactions. Task: Predict the reaction yield, written as a fraction of the theoretical maximum amount of product (1.0 means a 100% yield; for example, 0.34 means a 34% yield). (1) The product is [ClH:1].[C:10]([C:11]1[CH:12]=[C:13]([NH2:14])[N:7]([CH2:6][CH:3]2[CH2:5][CH2:4]2)[N:8]=1)([CH3:17])([CH3:16])[CH3:9]. The yield is 0.900. The reactants are [ClH:1].Cl.[CH:3]1([CH2:6][NH:7][NH2:8])[CH2:5][CH2:4]1.[CH3:9][C:10]([CH3:17])([CH3:16])[C:11](=O)[CH2:12][C:13]#[N:14]. The catalyst is C(O)C. (2) The reactants are [CH3:1][C:2]1([CH2:5]O)[CH2:4][CH2:3]1.C1C=C[NH+]=CC=1.[O-][Cr](Cl)(=O)=O.C1COCC1.[C:23]([CH2:25][C:26]([O:28][CH2:29][CH3:30])=[O:27])#[N:24]. The catalyst is C(Cl)Cl.N1CCCCC1.C(O)(=O)C. The product is [CH2:29]([O:28][C:26](=[O:27])[C:25]([C:23]#[N:24])=[CH:5][C:2]1([CH3:1])[CH2:3][CH2:4]1)[CH3:30]. The yield is 0.250. (3) The reactants are F[P-](F)(F)(F)(F)F.N1(OC(N(C)C)=[N+](C)C)C2N=CC=CC=2N=N1.[C:25]([O:29][C:30]([NH:32][C:33]1([C:48](O)=[O:49])[CH2:38][CH2:37][N:36]([C:39]2[C:40]3[CH:47]=[CH:46][NH:45][C:41]=3[N:42]=[CH:43][N:44]=2)[CH2:35][CH2:34]1)=[O:31])([CH3:28])([CH3:27])[CH3:26].Cl.[CH3:52][O:53][C:54](=[O:65])[CH2:55][CH:56]([NH2:64])[C:57]1[CH:62]=[CH:61][C:60]([Cl:63])=[CH:59][CH:58]=1.C(N(CC)C(C)C)(C)C. The catalyst is CN1CCCC1=O. The product is [C:25]([O:29][C:30]([NH:32][C:33]1([C:48]([NH:64][CH:56]([C:57]2[CH:58]=[CH:59][C:60]([Cl:63])=[CH:61][CH:62]=2)[CH2:55][C:54]([O:53][CH3:52])=[O:65])=[O:49])[CH2:38][CH2:37][N:36]([C:39]2[C:40]3[CH:47]=[CH:46][NH:45][C:41]=3[N:42]=[CH:43][N:44]=2)[CH2:35][CH2:34]1)=[O:31])([CH3:26])([CH3:28])[CH3:27]. The yield is 0.638. (4) The reactants are [N:1]1[C:6]2[CH2:7][CH2:8][NH:9][CH2:10][C:5]=2[C:4]([NH:11][C:12]2[CH:17]=[CH:16][C:15]([C:18]([F:21])([F:20])[F:19])=[CH:14][CH:13]=2)=[N:3][CH:2]=1.[C:22]1(B(O)O)[CH:27]=[CH:26][CH:25]=[CH:24][CH:23]=1.C(N(CC)CC)C. The catalyst is C1COCC1.CC([O-])=O.CC([O-])=O.[Cu+2]. The product is [F:21][C:18]([F:20])([F:19])[C:15]1[CH:14]=[CH:13][C:12]([NH:11][C:4]2[C:5]3[CH2:10][N:9]([C:22]4[CH:27]=[CH:26][CH:25]=[CH:24][CH:23]=4)[CH2:8][CH2:7][C:6]=3[N:1]=[CH:2][N:3]=2)=[CH:17][CH:16]=1. The yield is 0.0600.